From a dataset of Blood-brain barrier permeability classification from the B3DB database. Regression/Classification. Given a drug SMILES string, predict its absorption, distribution, metabolism, or excretion properties. Task type varies by dataset: regression for continuous measurements (e.g., permeability, clearance, half-life) or binary classification for categorical outcomes (e.g., BBB penetration, CYP inhibition). Dataset: b3db_classification. (1) The compound is CCCCC1(CC)C(=O)NC(=O)NC1=O. The result is 1 (penetrates BBB). (2) The compound is CN(C)C1C(=O)C(C(=O)NCN2CCN(C(=N)N=C(N)N)CC2)=C(O)C2(O)C(=O)C3=C(O)c4c(O)cccc4C(C)(O)C3CC12. The result is 0 (does not penetrate BBB). (3) The drug is C=CCC(N)c1ccccc1-c1noc2ccccc12. The result is 1 (penetrates BBB). (4) The compound is CS(=O)(=O)OCC(O)C(O)COS(C)(=O)=O. The result is 0 (does not penetrate BBB).